From a dataset of HIV replication inhibition screening data with 41,000+ compounds from the AIDS Antiviral Screen. Binary Classification. Given a drug SMILES string, predict its activity (active/inactive) in a high-throughput screening assay against a specified biological target. (1) The molecule is S=c1ssc2ccccc12. The result is 0 (inactive). (2) The molecule is C=C(CCCCCCCCC)CC(=O)SCCNC(=O)CCNC(=O)C(O)C(C)(C)COP(=O)(O)OP(=O)(O)OCC1OC(n2cnc3c(N)ncnc32)C(O)C1OP(=O)(O)O.[NaH]. The result is 0 (inactive). (3) The drug is CC(=O)N1C(NN(C)C)CCN1c1ccccc1. The result is 0 (inactive). (4) The molecule is COc1ccc(N2C(=O)C3c4[nH]c5ccc(OCc6ccccc6)cc5c4C4CCC(C(C)(C)C)CC4C3C2=O)cc1. The result is 0 (inactive). (5) The compound is Clc1cc(Cl)cc(C2SCc3nc4ccccc4n32)c1. The result is 0 (inactive). (6) The compound is CSc1ccc(N2C(=O)C3c4[nH]c5ccccc5c4C4CCC(C(C)(C)C)CC4C3C2=O)cc1. The result is 0 (inactive). (7) The molecule is COCC12CCC(OC)C34C5CC6(O)C(OC)CC(OC(C)=O)(C5C6OC(=O)c5ccccc5)C(C(OC)C13)C4N(C=O)C2. The result is 0 (inactive).